This data is from Forward reaction prediction with 1.9M reactions from USPTO patents (1976-2016). The task is: Predict the product of the given reaction. (1) The product is: [CH3:18][N:17]1[C:13]([C:10]2[CH:11]=[CH:12][C:7]([C:23]3[CH:22]=[N:21][CH:26]=[CH:25][CH:24]=3)=[CH:8][CH:9]=2)=[CH:14][CH:15]=[N:16]1. Given the reactants FC(F)(F)S(O[C:7]1[CH:12]=[CH:11][C:10]([C:13]2[N:17]([CH3:18])[N:16]=[CH:15][CH:14]=2)=[CH:9][CH:8]=1)(=O)=O.[N:21]1[CH:26]=[CH:25][CH:24]=[C:23](B(O)O)[CH:22]=1.C(=O)([O-])[O-].[K+].[K+].CN(C)C=O, predict the reaction product. (2) Given the reactants [C:1]([C:3]1[CH:8]=[CH:7][C:6]([C:9]2[N:13]3[CH:14]=[C:15]([C:18]4[CH:26]=[CH:25][C:21]([C:22]([OH:24])=O)=[CH:20][CH:19]=4)[CH:16]=[CH:17][C:12]3=[N:11][CH:10]=2)=[CH:5][CH:4]=1)#[N:2].CN(C(ON1N=NC2C=CC=NC1=2)=[N+](C)C)C.F[P-](F)(F)(F)(F)F.CN1CCOCC1.[CH2:58]([N:65]1[CH2:70][CH2:69][NH:68][CH2:67][CH2:66]1)[C:59]1[CH:64]=[CH:63][CH:62]=[CH:61][CH:60]=1, predict the reaction product. The product is: [CH2:58]([N:65]1[CH2:70][CH2:69][N:68]([C:22]([C:21]2[CH:25]=[CH:26][C:18]([C:15]3[CH:16]=[CH:17][C:12]4[N:13]([C:9]([C:6]5[CH:5]=[CH:4][C:3]([C:1]#[N:2])=[CH:8][CH:7]=5)=[CH:10][N:11]=4)[CH:14]=3)=[CH:19][CH:20]=2)=[O:24])[CH2:67][CH2:66]1)[C:59]1[CH:60]=[CH:61][CH:62]=[CH:63][CH:64]=1. (3) Given the reactants [CH3:1][C:2]1[CH:7]=[C:6]([C:8]([F:17])([C:13]([F:16])([F:15])[F:14])[C:9]([F:12])([F:11])[F:10])[CH:5]=[C:4]([CH3:18])[C:3]=1[NH:19][C:20](=[O:33])[C:21]1[CH:26]=[C:25]([F:27])[C:24](F)=[C:23]([N+:29]([O-:31])=[O:30])[C:22]=1[F:32].[C-:34]#[N:35].[Na+], predict the reaction product. The product is: [C:34]([C:24]1[C:25]([F:27])=[CH:26][C:21]([C:20]([NH:19][C:3]2[C:2]([CH3:1])=[CH:7][C:6]([C:8]([F:17])([C:13]([F:15])([F:16])[F:14])[C:9]([F:12])([F:11])[F:10])=[CH:5][C:4]=2[CH3:18])=[O:33])=[C:22]([F:32])[C:23]=1[N+:29]([O-:31])=[O:30])#[N:35]. (4) Given the reactants [C:1]1(B(O)O)[CH:6]=[CH:5][CH:4]=[CH:3][CH:2]=1.C(=O)([O-])[O-].[K+].[K+].[Cl:16][C:17]1[C:22]([CH3:23])=[C:21](Cl)[N:20]=[CH:19][N:18]=1.[Cl-].[NH4+], predict the reaction product. The product is: [Cl:16][C:17]1[C:22]([CH3:23])=[C:21]([C:1]2[CH:6]=[CH:5][CH:4]=[CH:3][CH:2]=2)[N:20]=[CH:19][N:18]=1. (5) The product is: [OH:23][C:8]1[C:7]([CH2:33][O:34][CH3:35])=[C:6]2[C:11]([C:12](=[O:22])[N:13]([C:14]3[CH:15]=[CH:16][C:17]([C:18]#[N:19])=[CH:20][CH:21]=3)[C:4]([CH:1]([CH3:3])[CH3:2])=[N:5]2)=[CH:10][CH:9]=1. Given the reactants [CH:1]([C:4]1[N:13]([C:14]2[CH:21]=[CH:20][C:17]([C:18]#[N:19])=[CH:16][CH:15]=2)[C:12](=[O:22])[C:11]2[C:6](=[C:7]([CH2:33][O:34][CH3:35])[C:8]([O:23]CC3C=CC(OC)=CC=3)=[CH:9][CH:10]=2)[N:5]=1)([CH3:3])[CH3:2].C([O-])(O)=O.[Na+], predict the reaction product. (6) Given the reactants Br[CH2:2][C:3]1[CH:8]=[CH:7][C:6]([O:9][C:10]([F:13])([F:12])[F:11])=[CH:5][CH:4]=1.[OH-].[K+].[C:16]1([C:22](=[N:29][CH2:30][C:31]([O:33][C:34]([CH3:37])([CH3:36])[CH3:35])=[O:32])[C:23]2[CH:28]=[CH:27][CH:26]=[CH:25][CH:24]=2)[CH:21]=[CH:20][CH:19]=[CH:18][CH:17]=1, predict the reaction product. The product is: [C:16]1([C:22](=[N:29][C@@H:30]([CH2:2][C:3]2[CH:8]=[CH:7][C:6]([O:9][C:10]([F:13])([F:12])[F:11])=[CH:5][CH:4]=2)[C:31]([O:33][C:34]([CH3:37])([CH3:36])[CH3:35])=[O:32])[C:23]2[CH:24]=[CH:25][CH:26]=[CH:27][CH:28]=2)[CH:17]=[CH:18][CH:19]=[CH:20][CH:21]=1. (7) Given the reactants Cl[C:2]1[N:3]=[N:4][C:5]([O:8][CH:9]2[CH2:14][CH2:13][CH:12]([O:15][C:16]3[N:21]=[CH:20][C:19]([CH2:22][CH3:23])=[CH:18][N:17]=3)[CH2:11][CH2:10]2)=[CH:6][CH:7]=1.[CH3:24][S:25]([C:28]1[CH:34]=[CH:33][C:31]([NH2:32])=[CH:30][CH:29]=1)(=[O:27])=[O:26].CC(C1C=C(C(C)C)C(C2C=CC=CC=2P(C2CCCCC2)C2CCCCC2)=C(C(C)C)C=1)C.C(O[Na])(C)(C)C, predict the reaction product. The product is: [CH2:22]([C:19]1[CH:18]=[N:17][C:16]([O:15][CH:12]2[CH2:13][CH2:14][CH:9]([O:8][C:5]3[N:4]=[N:3][C:2]([NH:32][C:31]4[CH:30]=[CH:29][C:28]([S:25]([CH3:24])(=[O:27])=[O:26])=[CH:34][CH:33]=4)=[CH:7][CH:6]=3)[CH2:10][CH2:11]2)=[N:21][CH:20]=1)[CH3:23]. (8) Given the reactants [CH2:1]([N:8]1[CH2:12][CH2:11][CH:10]([C:13]2(O)[CH2:16][CH2:15][CH2:14]2)[C:9]1=[O:18])[C:2]1[CH:7]=[CH:6][CH:5]=[CH:4][CH:3]=1.C(N(CC)C(C)C)(C)C.CS(Cl)(=O)=O, predict the reaction product. The product is: [CH2:1]([N:8]1[CH2:12][CH2:11][C:10](=[C:13]2[CH2:16][CH2:15][CH2:14]2)[C:9]1=[O:18])[C:2]1[CH:7]=[CH:6][CH:5]=[CH:4][CH:3]=1. (9) Given the reactants Cl.[NH2:2][CH:3]([C:6]1[CH:11]=[CH:10][C:9]([O:12][C:13]([F:16])([F:15])[F:14])=[CH:8][CH:7]=1)[C:4]#[N:5].[CH3:17][O:18][C:19]1[C:37]([O:38][CH3:39])=[C:36]([O:40][CH3:41])[CH:35]=[CH:34][C:20]=1[C:21]([NH:23][CH2:24][CH2:25][N:26]1[CH:30]=[C:29]([C:31](O)=[O:32])[N:28]=[N:27]1)=[O:22], predict the reaction product. The product is: [C:4]([CH:3]([NH:2][C:31]([C:29]1[N:28]=[N:27][N:26]([CH2:25][CH2:24][NH:23][C:21](=[O:22])[C:20]2[CH:34]=[CH:35][C:36]([O:40][CH3:41])=[C:37]([O:38][CH3:39])[C:19]=2[O:18][CH3:17])[CH:30]=1)=[O:32])[C:6]1[CH:7]=[CH:8][C:9]([O:12][C:13]([F:14])([F:15])[F:16])=[CH:10][CH:11]=1)#[N:5]. (10) Given the reactants [Cl:1][C:2]1[N:7]=[C:6](Cl)[CH:5]=[CH:4][N:3]=1.C(N(CC)C(C)C)(C)C.[I:18][C:19]1[CH:20]=[C:21]([CH:23]=[CH:24][CH:25]=1)[NH2:22], predict the reaction product. The product is: [Cl:1][C:2]1[N:7]=[C:6]([NH:22][C:21]2[CH:23]=[CH:24][CH:25]=[C:19]([I:18])[CH:20]=2)[CH:5]=[CH:4][N:3]=1.